Dataset: Forward reaction prediction with 1.9M reactions from USPTO patents (1976-2016). Task: Predict the product of the given reaction. (1) Given the reactants [CH3:1][O:2][C:3]1[C:8]([CH3:9])=[N:7][N:6]([CH3:10])[C:5](=[O:11])[C:4]=1[N:12]1[C:20]2[C:15](=[CH:16][CH:17]=[CH:18][CH:19]=2)[CH:14]=[C:13]1[CH3:21].S(Cl)([Cl:25])(=O)=O, predict the reaction product. The product is: [Cl:25][C:14]1[C:15]2[C:20](=[CH:19][CH:18]=[CH:17][CH:16]=2)[N:12]([C:4]2[C:5](=[O:11])[N:6]([CH3:10])[N:7]=[C:8]([CH3:9])[C:3]=2[O:2][CH3:1])[C:13]=1[CH3:21]. (2) Given the reactants [H-].[H-].[H-].[H-].[Li+].[Al+3].[NH2:7][C:8]1[C:13]([C:14](OCC)=[O:15])=[CH:12][N:11]=[C:10]([Cl:19])[CH:9]=1.CO.CCOC(C)=O, predict the reaction product. The product is: [NH2:7][C:8]1[CH:9]=[C:10]([Cl:19])[N:11]=[CH:12][C:13]=1[CH2:14][OH:15].